This data is from Antibody developability classification from SAbDab with 2,409 antibodies. The task is: Regression/Classification. Given an antibody's heavy chain and light chain sequences, predict its developability. TAP uses regression for 5 developability metrics; SAbDab uses binary classification. (1) The antibody is ['QVQLQQSGPELVRPGVSVKISCKGSGYTFIDYAIHWVKESHAKSLEWIGVISAYSGDTNYNQKFKGKATMTVDKSSNTAYLELARLTSEDSAIYYCARGGWLLLSFDYWGQGTTLTVSS', 'DVVMTQSPLSLPVSLGDQASISCRSSQSLVHSNGNNYLHWYLQKSGQAPKLLIYKVSNRFSGVPDRFSGSGSGTDFTLKISRVEAEDLGVYFCSQSTHVPLTFGGGTKLEIK']. Result: 0 (not developable). (2) The antibody is ['QVRLSQSGGQMKKPGDSMRISCRASGYEFINCPINWIRLAPGKRPEWMGWMKPRLGAVSYARQLQGRVTMTRDMYSETAFLELRSLTSDDTAVYFCTRGKYCTARDYYNWDFEHWGQGTPVTVSS', 'PROT_0AACE84D']. Result: 0 (not developable). (3) The antibody is ['1rzk', '1rzk_L']. Result: 0 (not developable). (4) The antibody is ['EIQLVQSGPEVQKPGETVRISCKASGYTFTTAGMQWVQKMPGKSLKWIGWINTRSGVPKYAEDFKGRFAFSLETSASIAYLHINNLKNEDTATYFCAREGPGFVYWGQGTLVTVSA', 'ETVVTQESALTTSPGETVTLTCRSSTGAVTTSNYANWVQEKPDHLFTGLIVGTNNRVPGVPPRFSGSLIGDKAALTITGAQTEDEAIYFCALWYSNHWVFGGGTKLTVL']. Result: 0 (not developable).